Dataset: Reaction yield outcomes from USPTO patents with 853,638 reactions. Task: Predict the reaction yield, written as a fraction of the theoretical maximum amount of product (1.0 means a 100% yield; for example, 0.34 means a 34% yield). (1) The reactants are [OH:1][CH:2]1[CH2:7][CH2:6][N:5]([CH3:8])[CH2:4][CH2:3]1.[H-].[Na+].[CH2:11]([Sn:15]([CH2:22][CH2:23][CH2:24][CH3:25])([CH2:18][CH2:19][CH2:20][CH3:21])[CH2:16]I)[CH2:12][CH2:13][CH3:14].CN(C)C=O. The catalyst is O1CCCC1.O. The product is [CH3:8][N:5]1[CH2:6][CH2:7][CH:2]([O:1][CH2:16][Sn:15]([CH2:11][CH2:12][CH2:13][CH3:14])([CH2:22][CH2:23][CH2:24][CH3:25])[CH2:18][CH2:19][CH2:20][CH3:21])[CH2:3][CH2:4]1. The yield is 0.730. (2) The reactants are [C:1]([O:5][C:6]1[C:7]([CH:12]=O)=[N:8][CH:9]=[CH:10][N:11]=1)([CH3:4])([CH3:3])[CH3:2].[C:14]([C:17]1[CH:30]=[CH:29][CH:28]=[CH:27][C:18]=1[O:19][CH2:20][CH:21]1[CH2:26][CH2:25][NH:24][CH2:23][CH2:22]1)(=[O:16])[NH2:15].C(O[BH-](OC(=O)C)OC(=O)C)(=O)C.[Na+].C(=O)(O)[O-].[Na+]. The catalyst is ClCCl.C(OCC)(=O)C. The product is [C:1]([O:5][C:6]1[C:7]([CH2:12][N:24]2[CH2:23][CH2:22][CH:21]([CH2:20][O:19][C:18]3[CH:27]=[CH:28][CH:29]=[CH:30][C:17]=3[C:14]([NH2:15])=[O:16])[CH2:26][CH2:25]2)=[N:8][CH:9]=[CH:10][N:11]=1)([CH3:2])([CH3:3])[CH3:4]. The yield is 0.950. (3) The reactants are [CH2:1](Br)[C:2]#C.[O:5]=[CH:6][C:7]1[CH:15]=[CH:14][C:12]([OH:13])=[C:9]([O:10][CH3:11])[CH:8]=1.[C:16](=O)([O-])[O-].[K+].[K+]. The catalyst is CC(C)=O. The product is [CH3:16][O:13][C:12]1[CH:14]=[CH:15][C:7]([CH:6]=[O:5])=[CH:8][C:9]=1[O:10][CH2:11][C:1]#[CH:2]. The yield is 0.800. (4) The reactants are [NH2:1][C:2]1[CH:3]=[CH:4][C:5]([N:10]2[CH2:15][CH2:14][N:13]([CH:16]([C:23]3[CH:28]=[CH:27][CH:26]=[CH:25][CH:24]=3)[C:17]3[CH:22]=[CH:21][CH:20]=[CH:19][CH:18]=3)[CH2:12][CH2:11]2)=[C:6]([CH:9]=1)[C:7]#[N:8].[CH3:29][C:30]1[C:34]([N:35]=[C:36]=[O:37])=[C:33]([CH3:38])[O:32][N:31]=1.[OH-].[Na+]. The yield is 0.430. The product is [CH:16]([N:13]1[CH2:12][CH2:11][N:10]([C:5]2[CH:4]=[CH:3][C:2]([NH:1][C:36]([NH:35][C:34]3[C:30]([CH3:29])=[N:31][O:32][C:33]=3[CH3:38])=[O:37])=[CH:9][C:6]=2[C:7]#[N:8])[CH2:15][CH2:14]1)([C:17]1[CH:22]=[CH:21][CH:20]=[CH:19][CH:18]=1)[C:23]1[CH:24]=[CH:25][CH:26]=[CH:27][CH:28]=1. The catalyst is ClCCCl. (5) The reactants are [Cl:1][C:2]1[C:3](=[O:25])[N:4]([CH3:24])[CH:5]=[C:6]([C:9]([N:11]2[CH2:16][CH2:15][CH:14]([C:17]3[CH:22]=[CH:21][C:20]([F:23])=[CH:19][CH:18]=3)[CH2:13][CH2:12]2)=[O:10])[C:7]=1Cl.[NH2:26][C:27]1[CH:28]=[CH:29][C:30]2[CH:34]=[CH:33][S:32](=[O:36])(=[O:35])[C:31]=2[CH:37]=1. No catalyst specified. The product is [Cl:1][C:2]1[C:3](=[O:25])[N:4]([CH3:24])[CH:5]=[C:6]([C:9]([N:11]2[CH2:16][CH2:15][CH:14]([C:17]3[CH:22]=[CH:21][C:20]([F:23])=[CH:19][CH:18]=3)[CH2:13][CH2:12]2)=[O:10])[C:7]=1[NH:26][C:27]1[CH:28]=[CH:29][C:30]2[CH:34]=[CH:33][S:32](=[O:36])(=[O:35])[C:31]=2[CH:37]=1. The yield is 0.520. (6) The reactants are [CH3:1][O:2][C:3]1[CH:4]=[C:5]([CH:9]=[CH:10][CH:11]=1)[CH2:6][CH2:7][NH2:8].[CH2:12]([O:14][C:15]([C:17]1([C:24]([O:26][CH2:27][CH3:28])=[O:25])[CH2:22][CH2:21][C:20](=O)[CH2:19][CH2:18]1)=[O:16])[CH3:13].[Na+].[Cl-]. The catalyst is O. The product is [CH3:1][O:2][C:3]1[CH:4]=[C:5]2[C:9](=[CH:10][CH:11]=1)[C:20]1([CH2:19][CH2:18][C:17]([C:15]([O:14][CH2:12][CH3:13])=[O:16])([C:24]([O:26][CH2:27][CH3:28])=[O:25])[CH2:22][CH2:21]1)[NH:8][CH2:7][CH2:6]2. The yield is 0.368. (7) The reactants are [Br:1][C:2]1[CH:3]=[CH:4][C:5]2[S:9](=[O:11])(=[O:10])[NH:8][CH2:7][C:6]=2[CH:12]=1.[C:13](=O)([O-])[O-].[K+].[K+].IC. The catalyst is CCO. The product is [Br:1][C:2]1[CH:3]=[CH:4][C:5]2[S:9](=[O:10])(=[O:11])[N:8]([CH3:13])[CH2:7][C:6]=2[CH:12]=1. The yield is 0.830. (8) The reactants are [Br:1][C:2]1[C:3]([F:21])=[CH:4][C:5]([N+:18]([O-:20])=[O:19])=[C:6]([O:8][C:9]2[C:14]([F:15])=[C:13]([CH3:16])[CH:12]=[CH:11][C:10]=2[Cl:17])[CH:7]=1.C1C(=O)N([Br:29])C(=O)C1. The catalyst is C(Cl)(Cl)(Cl)Cl.C(OOC(=O)C1C=CC=CC=1)(=O)C1C=CC=CC=1. The product is [Br:1][C:2]1[C:3]([F:21])=[CH:4][C:5]([N+:18]([O-:20])=[O:19])=[C:6]([O:8][C:9]2[C:14]([F:15])=[C:13]([CH2:16][Br:29])[CH:12]=[CH:11][C:10]=2[Cl:17])[CH:7]=1. The yield is 0.580.